From a dataset of Catalyst prediction with 721,799 reactions and 888 catalyst types from USPTO. Predict which catalyst facilitates the given reaction. (1) Reactant: [CH2:1]([O:3][C:4](=[O:15])/[C:5](/[F:14])=[CH:6]/[CH2:7][C:8]1[CH:13]=[CH:12][CH:11]=[CH:10][CH:9]=1)[CH3:2].[CH2:16]([N:23]([Si](C)(C)C)[CH2:24]OC)[C:17]1[CH:22]=[CH:21][CH:20]=[CH:19][CH:18]=1.[C:31](O)(C(F)(F)F)=O. Product: [CH2:1]([O:3][C:4]([C:5]1([F:14])[CH:6]([CH2:7][C:8]2[CH:13]=[CH:12][CH:11]=[CH:10][CH:9]=2)[CH2:24][N:23]([CH2:16][C:17]2[CH:22]=[CH:21][CH:20]=[CH:19][CH:18]=2)[CH2:31]1)=[O:15])[CH3:2]. The catalyst class is: 2. (2) Reactant: [CH3:1][C:2]1[C:10]2[C:5](=[C:6]([C:11]([F:14])([F:13])[F:12])[CH:7]=[CH:8][CH:9]=2)[NH:4][C:3]=1[CH2:15][OH:16]. Product: [CH3:1][C:2]1[C:10]2[C:5](=[C:6]([C:11]([F:14])([F:12])[F:13])[CH:7]=[CH:8][CH:9]=2)[NH:4][C:3]=1[CH:15]=[O:16]. The catalyst class is: 742. (3) Reactant: [NH:1]1[C:9]2[C:4](=[CH:5][CH:6]=[CH:7][CH:8]=2)[CH:3]=[C:2]1[C:10]([NH2:12])=[O:11].[C:13]([OH:20])(=[O:19])/[CH:14]=[CH:15]\[C:16]([OH:18])=[O:17]. Product: [C:13]([OH:20])(=[O:19])/[CH:14]=[CH:15]\[C:16]([OH:18])=[O:17].[C:13]([OH:20])(=[O:19])/[CH:14]=[CH:15]\[C:16]([OH:18])=[O:17].[NH:1]1[C:9]2[C:4](=[CH:5][CH:6]=[CH:7][CH:8]=2)[CH:3]=[C:2]1[C:10]([NH2:12])=[O:11]. The catalyst class is: 13. (4) Reactant: [C:1]([O:5][C:6]([N:8]([C:16]1[CH:17]=[N:18][CH:19]=[CH:20][C:21]=1[N:22]1[CH2:27][C@H:26]([CH3:28])[C@@H:25]([OH:29])[C@H:24]([NH:30][C:31]([O:33][C:34]([CH3:37])([CH3:36])[CH3:35])=[O:32])[CH2:23]1)[C:9](=[O:15])[O:10][C:11]([CH3:14])([CH3:13])[CH3:12])=[O:7])([CH3:4])([CH3:3])[CH3:2].[CH3:38][S:39](Cl)(=[O:41])=[O:40]. Product: [CH3:38][S:39]([O:29][C@@H:25]1[C@@H:26]([CH3:28])[CH2:27][N:22]([C:21]2[CH:20]=[CH:19][N:18]=[CH:17][C:16]=2[N:8]([C:9]([O:10][C:11]([CH3:14])([CH3:13])[CH3:12])=[O:15])[C:6]([O:5][C:1]([CH3:2])([CH3:3])[CH3:4])=[O:7])[CH2:23][C@H:24]1[NH:30][C:31]([O:33][C:34]([CH3:36])([CH3:35])[CH3:37])=[O:32])(=[O:41])=[O:40]. The catalyst class is: 2. (5) Reactant: [F:1][C:2]1[CH:9]=[CH:8][C:5]([CH2:6][NH2:7])=[CH:4][CH:3]=1.[CH3:10][C:11]([CH:13]([O:16][CH3:17])[O:14][CH3:15])=O.C(O[BH-](OC(=O)C)OC(=O)C)(=O)C.[Na+].[O-]P([O-])([O-])=O.[K+].[K+].[K+]. Product: [F:1][C:2]1[CH:9]=[CH:8][C:5]([CH2:6][NH:7][CH:11]([CH3:10])[CH:13]([O:16][CH3:17])[O:14][CH3:15])=[CH:4][CH:3]=1. The catalyst class is: 26.